From a dataset of Full USPTO retrosynthesis dataset with 1.9M reactions from patents (1976-2016). Predict the reactants needed to synthesize the given product. (1) Given the product [C:38]([O:24][CH:23]([C:17]1[C:16]([O:15][C:6]2[C:5]3[C:10](=[CH:11][C:12]([O:13][CH3:14])=[C:3]([O:2][CH3:1])[CH:4]=3)[N:9]=[CH:8][CH:7]=2)=[CH:21][CH:20]=[C:19]([CH3:22])[N:18]=1)[C:25]1[CH:30]=[CH:29][CH:28]=[CH:27][CH:26]=1)(=[O:40])[CH3:39], predict the reactants needed to synthesize it. The reactants are: [CH3:1][O:2][C:3]1[CH:4]=[C:5]2[C:10](=[CH:11][C:12]=1[O:13][CH3:14])[N:9]=[CH:8][CH:7]=[C:6]2[O:15][C:16]1[C:17]([CH:23]([C:25]2[CH:30]=[CH:29][CH:28]=[CH:27][CH:26]=2)[OH:24])=[N:18][C:19]([CH3:22])=[CH:20][CH:21]=1.C(N(CC)CC)C.[C:38](OC(=O)C)(=[O:40])[CH3:39].O. (2) Given the product [O:26]1[CH2:20][CH2:21][CH2:22][CH2:23][CH:18]1[O:39][CH2:38][C@H:37]1[CH2:36][CH2:40][C:1]2([CH2:3][CH2:2]2)[O:4]1, predict the reactants needed to synthesize it. The reactants are: [CH:1]1([OH:4])[CH2:3][CH2:2]1.[CH:22]1[CH:23]=[CH:18]C(P([C:18]2[CH:23]=[CH:22][CH:21]=[CH:20]C=2)[C:22]2[CH:23]=[CH:18]C=[CH:20][CH:21]=2)=[CH:20][CH:21]=1.CC[O:26]C(/N=N/C(OCC)=O)=O.[CH2:36]1[CH2:40][O:39][CH2:38][CH2:37]1. (3) Given the product [F:26][C:27]1[CH:33]=[C:32]([F:34])[CH:31]=[CH:30][C:28]=1[NH:29][CH2:6][CH2:7][N:8]1[C:16]2[N:15]=[C:14]([NH2:17])[N:13]3[N:18]=[C:19]([C:21]4[O:22][CH:23]=[CH:24][CH:25]=4)[N:20]=[C:12]3[C:11]=2[CH:10]=[CH:9]1, predict the reactants needed to synthesize it. The reactants are: CS(O[CH2:6][CH2:7][N:8]1[C:16]2[N:15]=[C:14]([NH2:17])[N:13]3[N:18]=[C:19]([C:21]4[O:22][CH:23]=[CH:24][CH:25]=4)[N:20]=[C:12]3[C:11]=2[CH:10]=[CH:9]1)(=O)=O.[F:26][C:27]1[CH:33]=[C:32]([F:34])[CH:31]=[CH:30][C:28]=1[NH2:29].CCN(C(C)C)C(C)C. (4) Given the product [CH3:16][O:17][C:4]([O:13][CH3:12])=[C:3]([C:9]#[N:10])[C:1]#[N:2], predict the reactants needed to synthesize it. The reactants are: [C:1]([C:3]([C:9]#[N:10])=[C:4](C#N)C#N)#[N:2].N[C:12](N)=[O:13].C[CH2:16][O:17]CC. (5) The reactants are: [CH3:1][C:2]1[NH:3][C:4](=[O:23])[N:5]([C:16]2[CH:17]=[C:18]([CH3:22])[CH:19]=[CH:20][CH:21]=2)[C:6]=1[C:7]1[CH:8]=[CH:9][C:10]2[N:11]([N:13]=[CH:14][N:15]=2)[CH:12]=1.CN(C)C=O.CC(C)([O-])C.[K+].[I-].[Na+].Br[CH2:38][CH:39]1[CH2:44][CH2:43][O:42][CH2:41][CH2:40]1. Given the product [N:15]1[CH:14]=[N:13][N:11]2[CH:12]=[C:7]([C:6]3[N:5]([C:16]4[CH:17]=[C:18]([CH3:22])[CH:19]=[CH:20][CH:21]=4)[C:4](=[O:23])[N:3]([CH2:38][CH:39]4[CH2:44][CH2:43][O:42][CH2:41][CH2:40]4)[C:2]=3[CH3:1])[CH:8]=[CH:9][C:10]=12, predict the reactants needed to synthesize it.